From a dataset of Forward reaction prediction with 1.9M reactions from USPTO patents (1976-2016). Predict the product of the given reaction. (1) Given the reactants Cl[C:2]1[N:7]=[C:6]([NH:8][CH2:9][C:10]2[CH:15]=[CH:14][CH:13]=[C:12]([Cl:16])[C:11]=2[Cl:17])[C:5]([N+:18]([O-:20])=[O:19])=[CH:4][CH:3]=1.[NH:21]1[CH2:26][CH2:25][O:24][CH2:23][CH2:22]1.C([O-])([O-])=O.[K+].[K+].O, predict the reaction product. The product is: [Cl:17][C:11]1[C:12]([Cl:16])=[CH:13][CH:14]=[CH:15][C:10]=1[CH2:9][NH:8][C:6]1[C:5]([N+:18]([O-:20])=[O:19])=[CH:4][CH:3]=[C:2]([N:21]2[CH2:26][CH2:25][O:24][CH2:23][CH2:22]2)[N:7]=1. (2) Given the reactants C([O-])(O)=O.[Na+].[CH2:6]([O:13][C:14]1[CH:19]=[C:18]([O:20][CH2:21][C:22]2[CH:27]=[CH:26][CH:25]=[CH:24][CH:23]=2)[C:17]([CH:28]([CH3:30])[CH3:29])=[CH:16][C:15]=1[C:31]1[O:35][N:34]=[C:33]([C:36]([NH:38][CH2:39][CH3:40])=[O:37])[C:32]=1I)[C:7]1[CH:12]=[CH:11][CH:10]=[CH:9][CH:8]=1.[CH:42]([C:44]1[S:48][C:47](B(O)O)=[CH:46][CH:45]=1)=[O:43].O, predict the reaction product. The product is: [CH2:6]([O:13][C:14]1[CH:19]=[C:18]([O:20][CH2:21][C:22]2[CH:27]=[CH:26][CH:25]=[CH:24][CH:23]=2)[C:17]([CH:28]([CH3:30])[CH3:29])=[CH:16][C:15]=1[C:31]1[O:35][N:34]=[C:33]([C:36]([NH:38][CH2:39][CH3:40])=[O:37])[C:32]=1[C:47]1[S:48][C:44]([CH:42]=[O:43])=[CH:45][CH:46]=1)[C:7]1[CH:12]=[CH:11][CH:10]=[CH:9][CH:8]=1. (3) Given the reactants [C:1]([C:4]1[CH:9]=[CH:8][CH:7]=[CH:6][CH:5]=1)(=[O:3])[CH3:2].[OH-].[Na+].CO.[CH:14](=O)[C:15]1[CH:20]=[CH:19][C:18]([O:21][CH3:22])=[CH:17][CH:16]=1, predict the reaction product. The product is: [CH3:22][O:21][C:18]1[CH:19]=[CH:20][C:15]([CH:14]=[CH:2][C:1]([C:4]2[CH:9]=[CH:8][CH:7]=[CH:6][CH:5]=2)=[O:3])=[CH:16][CH:17]=1. (4) The product is: [C:12]([OH:40])(=[O:11])/[CH:13]=[CH:14]\[C:17]([OH:19])=[O:20].[C:24]([CH:28]1[CH2:33][CH2:32][N:31]([CH2:15][CH2:14][CH2:13][CH2:12][O:11][C:3]2[C:2]([Cl:1])=[C:6]3[CH2:7][CH2:8][CH2:9][CH2:10][N:5]3[N:4]=2)[CH2:30][CH2:29]1)([CH3:27])([CH3:26])[CH3:25]. Given the reactants [Cl:1][C:2]1[C:3]([O:11][CH2:12][CH2:13][CH2:14][CH2:15]Cl)=[N:4][N:5]2[CH2:10][CH2:9][CH2:8][CH2:7][C:6]=12.[C:17](=[O:20])([O-:19])[O-].[K+].[K+].Cl.[C:24]([CH:28]1[CH2:33][CH2:32][NH:31][CH2:30][CH2:29]1)([CH3:27])([CH3:26])[CH3:25].[Na+].[I-].CN(C=[O:40])C, predict the reaction product. (5) Given the reactants [C:1]([C:3]1[CH:4]=[C:5]([C:9]2[CH:10]=[C:11]([CH:16]=[C:17]([CH:19]=[O:20])[CH:18]=2)[C:12]([O:14][CH3:15])=[O:13])[CH:6]=[CH:7][CH:8]=1)#[N:2].[CH:21]([O-])([O-])[O:22]C.O.[C:27]1(C)C=CC(S(O)(=O)=O)=CC=1.C(N(CC)CC)C, predict the reaction product. The product is: [C:1]([C:3]1[CH:4]=[C:5]([C:9]2[CH:10]=[C:11]([CH:16]=[C:17]([CH:19]([O:22][CH3:21])[O:20][CH3:27])[CH:18]=2)[C:12]([O:14][CH3:15])=[O:13])[CH:6]=[CH:7][CH:8]=1)#[N:2]. (6) Given the reactants C([O:3][C:4]([C:6]1[C:15](=[O:16])[N:14]2[C:9]([C:10]([O:18][CH3:19])=[C:11](Cl)[CH:12]=[CH:13]2)=[C:8]([CH:20]2[CH2:22][CH2:21]2)[CH:7]=1)=[O:5])C.C([NH:30][CH2:31][CH2:32][CH:33]1[CH2:37][CH2:36][NH:35][CH2:34]1)(OC(C)(C)C)=O, predict the reaction product. The product is: [NH2:30][CH2:31][CH2:32][CH:33]1[CH2:37][CH2:36][N:35]([C:11]2[CH:12]=[CH:13][N:14]3[C:9]([C:10]=2[O:18][CH3:19])=[C:8]([CH:20]2[CH2:21][CH2:22]2)[CH:7]=[C:6]([C:4]([OH:3])=[O:5])[C:15]3=[O:16])[CH2:34]1.